From a dataset of Catalyst prediction with 721,799 reactions and 888 catalyst types from USPTO. Predict which catalyst facilitates the given reaction. (1) Reactant: O[C:2]1([C:30]2[CH:35]=[CH:34][CH:33]=[C:32]([CH3:36])[CH:31]=2)[C:6]2[C:7]([CH3:27])=[C:8]([N:13]3[CH2:18][CH2:17][N:16]([C:19]4[CH:24]=[CH:23][C:22]([O:25][CH3:26])=[CH:21][CH:20]=4)[CH2:15][CH2:14]3)[C:9]([CH3:12])=[C:10]([CH3:11])[C:5]=2[O:4][C:3]1([CH3:29])[CH3:28]. Product: [CH3:28][C:3]1([CH3:29])[CH:2]([C:30]2[CH:35]=[CH:34][CH:33]=[C:32]([CH3:36])[CH:31]=2)[C:6]2[C:7]([CH3:27])=[C:8]([N:13]3[CH2:14][CH2:15][N:16]([C:19]4[CH:20]=[CH:21][C:22]([O:25][CH3:26])=[CH:23][CH:24]=4)[CH2:17][CH2:18]3)[C:9]([CH3:12])=[C:10]([CH3:11])[C:5]=2[O:4]1. The catalyst class is: 8. (2) Reactant: [N+:1]([C:4]1[N:9]=[C:8]([C:10]2[CH2:15][CH2:14][N:13](C([O-])=O)[CH2:12][CH:11]=2)[CH:7]=[CH:6][CH:5]=1)([O-:3])=[O:2].FC(F)(F)C(O)=O. Product: [N+:1]([C:4]1[N:9]=[C:8]([C:10]2[CH2:15][CH2:14][NH:13][CH2:12][CH:11]=2)[CH:7]=[CH:6][CH:5]=1)([O-:3])=[O:2]. The catalyst class is: 4. (3) Reactant: [CH:1]1[CH:2]=[CH:3][C:4]2N(O)N=[N:7][C:5]=2C=1.CCN=C=NCCCN(C)C.[C:22]([C:24]1[CH:29]=[CH:28][C:27]([C:30]2[CH:31]=[N:32][N:33]([C:36]3[CH:44]=[CH:43][C:39]([C:40]([OH:42])=O)=[CH:38][N:37]=3)[C:34]=2[OH:35])=[CH:26][CH:25]=1)#[N:23].CCN(C(C)C)C(C)C.C1(CCN)CC1.Cl. Product: [C:22]([C:24]1[CH:29]=[CH:28][C:27]([C:30]2[CH:31]=[N:32][N:33]([C:36]3[CH:44]=[CH:43][C:39]([C:40]([NH:7][CH2:5][CH2:4][CH:3]4[CH2:2][CH2:1]4)=[O:42])=[CH:38][N:37]=3)[C:34]=2[OH:35])=[CH:26][CH:25]=1)#[N:23]. The catalyst class is: 656. (4) Reactant: [CH3:1][C:2]1[CH:8]=[C:7]([CH3:9])[CH:6]=[C:5]([CH3:10])[C:3]=1[NH2:4].[C:11](O[C:11]([O:13][C:14]([CH3:17])([CH3:16])[CH3:15])=[O:12])([O:13][C:14]([CH3:17])([CH3:16])[CH3:15])=[O:12].NC1C=CC=CC=1. Product: [C:14]([O:13][C:11]([NH:4][C:3]1[C:5]([CH3:10])=[CH:6][C:7]([CH3:9])=[CH:8][C:2]=1[CH3:1])=[O:12])([CH3:17])([CH3:16])[CH3:15]. The catalyst class is: 1. (5) Reactant: [F:1][C:2]([F:35])([F:34])[C:3]1[CH:4]=[C:5]([C:16]2[O:20][N:19]=[C:18]([C:21]3[CH:29]=[CH:28][CH:27]=[C:26]4[C:22]=3[CH:23]=[CH:24][N:25]4[CH2:30][C:31](O)=[O:32])[N:17]=2)[CH:6]=[CH:7][C:8]=1[O:9][CH:10]([CH3:15])[C:11]([F:14])([F:13])[F:12].[CH:36]1[CH:37]=[CH:38][C:39]2[N:44](O)N=[N:42][C:40]=2[CH:41]=1.CCN=C=NCCCN(C)C.Cl.N1C=CC=CC=1CN.C([O-])(O)=O.[Na+]. Product: [N:42]1[CH:38]=[CH:37][CH:36]=[CH:41][C:40]=1[CH2:39][NH:44][C:31](=[O:32])[CH2:30][N:25]1[C:26]2[C:22](=[C:21]([C:18]3[N:17]=[C:16]([C:5]4[CH:6]=[CH:7][C:8]([O:9][CH:10]([CH3:15])[C:11]([F:14])([F:12])[F:13])=[C:3]([C:2]([F:1])([F:34])[F:35])[CH:4]=4)[O:20][N:19]=3)[CH:29]=[CH:28][CH:27]=2)[CH:23]=[CH:24]1. The catalyst class is: 3.